From a dataset of Peptide-MHC class I binding affinity with 185,985 pairs from IEDB/IMGT. Regression. Given a peptide amino acid sequence and an MHC pseudo amino acid sequence, predict their binding affinity value. This is MHC class I binding data. The peptide sequence is IGKEAIVI. The MHC is Mamu-B03 with pseudo-sequence Mamu-B03. The binding affinity (normalized) is 0.0780.